This data is from NCI-60 drug combinations with 297,098 pairs across 59 cell lines. The task is: Regression. Given two drug SMILES strings and cell line genomic features, predict the synergy score measuring deviation from expected non-interaction effect. (1) Drug 1: CN(CC1=CN=C2C(=N1)C(=NC(=N2)N)N)C3=CC=C(C=C3)C(=O)NC(CCC(=O)O)C(=O)O. Drug 2: C1=NC2=C(N=C(N=C2N1C3C(C(C(O3)CO)O)F)Cl)N. Cell line: SW-620. Synergy scores: CSS=24.6, Synergy_ZIP=-7.68, Synergy_Bliss=-14.1, Synergy_Loewe=-36.2, Synergy_HSA=-14.0. (2) Drug 1: C1CN1C2=NC(=NC(=N2)N3CC3)N4CC4. Drug 2: C1=NC2=C(N1)C(=S)N=CN2. Cell line: K-562. Synergy scores: CSS=56.4, Synergy_ZIP=-3.04, Synergy_Bliss=-2.65, Synergy_Loewe=-5.77, Synergy_HSA=0.230.